Dataset: Full USPTO retrosynthesis dataset with 1.9M reactions from patents (1976-2016). Task: Predict the reactants needed to synthesize the given product. (1) Given the product [CH2:13]([N:12]1[C@@H:6]2[C@H:5]([N:4]3[C:1]([CH3:2])=[N:44][N:43]=[N:42]3)[CH2:11][C@@:10]1([C:20]1[CH:25]=[CH:24][CH:23]=[CH:22][CH:21]=1)[C@H:9]([O:26][CH2:27][C:28]1[CH:29]=[C:30]([C:38]([F:40])([F:41])[F:39])[CH:31]=[C:32]([C:34]([F:36])([F:35])[F:37])[CH:33]=1)[CH2:8][CH2:7]2)[C:14]1[CH:15]=[CH:16][CH:17]=[CH:18][CH:19]=1, predict the reactants needed to synthesize it. The reactants are: [C:1]([NH:4][C@@H:5]1[CH2:11][C@:10]2([C:20]3[CH:25]=[CH:24][CH:23]=[CH:22][CH:21]=3)[N:12]([CH2:13][C:14]3[CH:19]=[CH:18][CH:17]=[CH:16][CH:15]=3)[C@H:6]1[CH2:7][CH2:8][C@H:9]2[O:26][CH2:27][C:28]1[CH:33]=[C:32]([C:34]([F:37])([F:36])[F:35])[CH:31]=[C:30]([C:38]([F:41])([F:40])[F:39])[CH:29]=1)(=O)[CH3:2].[N-:42]=[N+:43]=[N-:44].[Na+].FC(F)(F)S(OS(C(F)(F)F)(=O)=O)(=O)=O. (2) Given the product [Cl:1][C:2]1[CH:7]=[CH:6][C:5]([NH:8][C:9](=[O:10])[NH:11][C:12]2[CH:17]=[CH:16][C:15]([C:18]3[O:22][C:21]([C:23]([NH:25][C@@H:26]([CH:31]([CH3:33])[CH3:32])[C:27]([O:29][CH3:30])=[O:28])=[O:24])=[N:20][CH:19]=3)=[CH:14][CH:13]=2)=[CH:4][CH:3]=1, predict the reactants needed to synthesize it. The reactants are: [Cl:1][C:2]1[CH:7]=[CH:6][C:5]([N:8]=[C:9]=[O:10])=[CH:4][CH:3]=1.[NH2:11][C:12]1[CH:17]=[CH:16][C:15]([C:18]2[O:22][C:21]([C:23]([NH:25][CH:26]([CH:31]([CH3:33])[CH3:32])[C:27]([O:29][CH3:30])=[O:28])=[O:24])=[N:20][CH:19]=2)=[CH:14][CH:13]=1. (3) Given the product [F:1][C:2]1[CH:7]=[CH:6][C:5]([O:8][C:22](=[O:23])[C:21]2[CH:25]=[CH:26][C:18]([O:17][CH3:16])=[CH:19][CH:20]=2)=[CH:4][CH:3]=1, predict the reactants needed to synthesize it. The reactants are: [F:1][C:2]1[CH:7]=[CH:6][C:5]([OH:8])=[CH:4][CH:3]=1.C(N(CC)CC)C.[CH3:16][O:17][C:18]1[CH:26]=[CH:25][C:21]([C:22](Cl)=[O:23])=[CH:20][CH:19]=1. (4) The reactants are: Cl[C:2]([O:4][CH2:5][Cl:6])=[O:3].Cl.[CH2:8]([O:15][C:16](=[O:20])[C@H:17]([CH3:19])[NH2:18])[C:9]1[CH:14]=[CH:13][CH:12]=[CH:11][CH:10]=1.CCN(CC)CC. Given the product [CH2:8]([O:15][C:16](=[O:20])[C@@H:17]([NH:18][C:2]([O:4][CH2:5][Cl:6])=[O:3])[CH3:19])[C:9]1[CH:14]=[CH:13][CH:12]=[CH:11][CH:10]=1, predict the reactants needed to synthesize it. (5) Given the product [C:6]([C:5]1[CH:8]=[CH:9][C:2]([O:17][C:14]2[CH:15]=[CH:16][C:11]([Br:10])=[CH:12][CH:13]=2)=[CH:3][CH:4]=1)#[N:7], predict the reactants needed to synthesize it. The reactants are: F[C:2]1[CH:9]=[CH:8][C:5]([C:6]#[N:7])=[CH:4][CH:3]=1.[Br:10][C:11]1[CH:16]=[CH:15][C:14]([OH:17])=[CH:13][CH:12]=1.C(=O)([O-])[O-].[K+].[K+]. (6) The reactants are: C(OC(=O)[NH:7][C:8]1[CH:13]=[C:12]([N:14]([CH2:16][CH:17]2[CH2:19][CH2:18]2)[CH3:15])[C:11]([C:20]([F:23])([F:22])[F:21])=[CH:10][C:9]=1[NH:24][C:25](=[O:48])[CH2:26][C:27](=O)[C:28]1[CH:33]=[CH:32][CH:31]=[C:30]([N:34]2[C:38]([CH2:39][O:40]C3CCCCO3)=[CH:37][N:36]=[N:35]2)[CH:29]=1)(C)(C)C.C(O)(C(F)(F)F)=O. Given the product [CH:17]1([CH2:16][N:14]([CH3:15])[C:12]2[C:11]([C:20]([F:21])([F:23])[F:22])=[CH:10][C:9]3[NH:24][C:25](=[O:48])[CH2:26][C:27]([C:28]4[CH:33]=[CH:32][CH:31]=[C:30]([N:34]5[C:38]([CH2:39][OH:40])=[CH:37][N:36]=[N:35]5)[CH:29]=4)=[N:7][C:8]=3[CH:13]=2)[CH2:18][CH2:19]1, predict the reactants needed to synthesize it.